Dataset: Peptide-MHC class II binding affinity with 134,281 pairs from IEDB. Task: Regression. Given a peptide amino acid sequence and an MHC pseudo amino acid sequence, predict their binding affinity value. This is MHC class II binding data. (1) The peptide sequence is TMAQMNQAFRNIVNM. The MHC is DRB1_0802 with pseudo-sequence DRB1_0802. The binding affinity (normalized) is 0.158. (2) The peptide sequence is RNEVVNDVSTYASGK. The MHC is DRB1_1501 with pseudo-sequence DRB1_1501. The binding affinity (normalized) is 0.338. (3) The peptide sequence is GELQAVDKIDAAFKI. The MHC is DRB1_0401 with pseudo-sequence DRB1_0401. The binding affinity (normalized) is 0.592. (4) The peptide sequence is ERIFKRFDTNGDGKI. The MHC is DRB4_0101 with pseudo-sequence DRB4_0103. The binding affinity (normalized) is 0.366.